Task: Predict the reactants needed to synthesize the given product.. Dataset: Full USPTO retrosynthesis dataset with 1.9M reactions from patents (1976-2016) Given the product [NH2:12][C:7]1[C:6]([O:24][CH3:25])=[N:5][C:4]2[C:9](=[CH:10][CH:11]=[C:2]([Cl:1])[CH:3]=2)[N:8]=1, predict the reactants needed to synthesize it. The reactants are: [Cl:1][C:2]1[CH:3]=[C:4]2[C:9](=[CH:10][CH:11]=1)[N:8]=[C:7]([NH:12]CC1C=CC(OC)=CC=1OC)[C:6]([O:24][CH3:25])=[N:5]2.FC(F)(F)C(O)=O.